Dataset: HIV replication inhibition screening data with 41,000+ compounds from the AIDS Antiviral Screen. Task: Binary Classification. Given a drug SMILES string, predict its activity (active/inactive) in a high-throughput screening assay against a specified biological target. The compound is CC12CCC3C(CCC4OCCCC43C)C1CCC2O. The result is 0 (inactive).